The task is: Predict which catalyst facilitates the given reaction.. This data is from Catalyst prediction with 721,799 reactions and 888 catalyst types from USPTO. (1) Reactant: [CH3:1][C:2]1([CH3:12])[CH2:7][CH2:6][CH2:5][C:4]([CH:8]([OH:11])[CH:9]=[CH2:10])=[CH:3]1.CC(OI1(OC(C)=O)(OC(C)=O)OC(=O)C2C=CC=CC1=2)=O. Product: [CH3:1][C:2]1([CH3:12])[CH2:7][CH2:6][CH2:5][C:4]([C:8](=[O:11])[CH:9]=[CH2:10])=[CH:3]1. The catalyst class is: 4. (2) Reactant: Cl.[NH2:2][C:3]1[CH:4]=[C:5]([N:17]([CH3:21])[C:18](=[O:20])[CH3:19])[CH:6]=[CH:7][C:8]=1[NH:9][CH2:10][CH:11]1[CH2:16][CH2:15][O:14][CH2:13][CH2:12]1.Cl.[N:23]1[CH:28]=[CH:27][CH:26]=[CH:25][C:24]=1[CH2:29][C:30](O)=O.C(N(C(C)C)CC)(C)C.CN(C(ON1N=NC2C=CC=NC1=2)=[N+](C)C)C.F[P-](F)(F)(F)(F)F. Product: [CH3:21][N:17]([C:5]1[CH:6]=[CH:7][C:8]2[N:9]([CH2:10][CH:11]3[CH2:12][CH2:13][O:14][CH2:15][CH2:16]3)[C:30]([CH2:29][C:24]3[CH:25]=[CH:26][CH:27]=[CH:28][N:23]=3)=[N:2][C:3]=2[CH:4]=1)[C:18](=[O:20])[CH3:19]. The catalyst class is: 3. (3) Reactant: C(N(CC)C(C)C)(C)C.[Cl:10][C:11]1[CH:33]=[CH:32][C:14]([CH2:15][NH:16][C:17]([C:19]2[C:20](=[O:31])[C:21]3[CH:28]=[C:27]([CH2:29]Cl)[O:26][C:22]=3[N:23]([CH3:25])[CH:24]=2)=[O:18])=[CH:13][CH:12]=1.Cl.Cl.[CH3:36][NH:37][CH2:38][C@H:39]([C:41]1[N:46]=[CH:45][CH:44]=[CH:43][N:42]=1)[OH:40].O. Product: [Cl:10][C:11]1[CH:33]=[CH:32][C:14]([CH2:15][NH:16][C:17]([C:19]2[C:20](=[O:31])[C:21]3[CH:28]=[C:27]([CH2:29][N:37]([CH2:38][CH:39]([OH:40])[C:41]4[N:42]=[CH:43][CH:44]=[CH:45][N:46]=4)[CH3:36])[O:26][C:22]=3[N:23]([CH3:25])[CH:24]=2)=[O:18])=[CH:13][CH:12]=1. The catalyst class is: 3. (4) Reactant: Cl[C:2]1[N:3]=[N:4][C:5]([C:8]([F:11])([F:10])[F:9])=[CH:6][CH:7]=1.[C:12]([C:16]1[CH:17]=[CH:18][C:19]([O:25][CH2:26][O:27][CH2:28][CH2:29][O:30][CH3:31])=[C:20](B(O)O)[CH:21]=1)([CH3:15])([CH3:14])[CH3:13].C(=O)([O-])[O-].[K+].[K+]. Product: [C:12]([C:16]1[CH:17]=[CH:18][C:19]([O:25][CH2:26][O:27][CH2:28][CH2:29][O:30][CH3:31])=[C:20]([C:2]2[N:3]=[N:4][C:5]([C:8]([F:11])([F:10])[F:9])=[CH:6][CH:7]=2)[CH:21]=1)([CH3:15])([CH3:13])[CH3:14]. The catalyst class is: 437. (5) Reactant: [NH2:1][C:2]1[CH:3]=[C:4]([CH:8]=[CH:9][C:10]=1[CH3:11])[C:5]([OH:7])=[O:6].[CH3:12][C:13](OC(C)=O)=[O:14]. Product: [C:13]([NH:1][C:2]1[CH:3]=[C:4]([CH:8]=[CH:9][C:10]=1[CH3:11])[C:5]([OH:7])=[O:6])(=[O:14])[CH3:12]. The catalyst class is: 52.